This data is from Forward reaction prediction with 1.9M reactions from USPTO patents (1976-2016). The task is: Predict the product of the given reaction. (1) Given the reactants [N+:1]([C:4]1[CH:8]=[CH:7][NH:6][N:5]=1)([O-:3])=[O:2].[H-].[Na+].[C:11]([O:15][C:16](=[O:26])[NH:17][C:18]1[CH:23]=[CH:22][CH:21]=[C:20]([CH2:24]Br)[CH:19]=1)([CH3:14])([CH3:13])[CH3:12], predict the reaction product. The product is: [C:11]([O:15][C:16](=[O:26])[NH:17][C:18]1[CH:23]=[CH:22][CH:21]=[C:20]([CH2:24][N:6]2[CH:7]=[CH:8][C:4]([N+:1]([O-:3])=[O:2])=[N:5]2)[CH:19]=1)([CH3:14])([CH3:13])[CH3:12]. (2) Given the reactants Br[C:2]1[CH:7]=[CH:6][N:5]=[C:4]([NH:8][C:9]([NH:11][CH2:12][C:13]2[CH:18]=[CH:17][CH:16]=[CH:15][C:14]=2[O:19][CH3:20])=[NH:10])[CH:3]=1.[C:21]1(OB(O)O)[CH:26]=[CH:25][CH:24]=[CH:23][CH:22]=1.C(=O)([O-])[O-].[Na+].[Na+], predict the reaction product. The product is: [CH3:20][O:19][C:14]1[CH:15]=[CH:16][CH:17]=[CH:18][C:13]=1[CH2:12][NH:11][C:9]([NH:8][C:4]1[CH:3]=[C:2]([C:21]2[CH:26]=[CH:25][CH:24]=[CH:23][CH:22]=2)[CH:7]=[CH:6][N:5]=1)=[NH:10]. (3) Given the reactants [Br:1][CH2:2][CH:3]1[CH2:8][CH2:7][CH:6]([C:9]#[CH:10])[CH2:5][CH2:4]1.FC(F)(F)CCC(C#N)C#N.[I-].[K+].C(=O)([O-])[O-].[K+].[K+].Cl.C(C(C#N)(CCC(F)(F)F)CC1CCC(C#C)CC1)#N, predict the reaction product. The product is: [Br:1][CH2:2][C@H:3]1[CH2:8][CH2:7][C@@H:6]([C:9]#[CH:10])[CH2:5][CH2:4]1. (4) Given the reactants [CH3:1][O:2][C:3]1[CH:4]=[C:5]([CH2:11][C:12]([OH:14])=O)[CH:6]=[C:7]([O:9][CH3:10])[CH:8]=1.[F:15][C:16]1[CH:17]=[C:18]([C:22]2[C:23]([NH2:31])=[N:24][N:25]3[CH:30]=[CH:29][CH:28]=[N:27][C:26]=23)[CH:19]=[CH:20][CH:21]=1, predict the reaction product. The product is: [CH3:10][O:9][C:7]1[CH:6]=[C:5]([CH2:11][C:12]([NH:31][C:23]2[C:22]([C:18]3[CH:19]=[CH:20][CH:21]=[C:16]([F:15])[CH:17]=3)=[C:26]3[N:27]=[CH:28][CH:29]=[CH:30][N:25]3[N:24]=2)=[O:14])[CH:4]=[C:3]([O:2][CH3:1])[CH:8]=1. (5) Given the reactants [I:1][C:2]1[CH:11]=[CH:10][C:5]([C:6](OC)=[O:7])=[C:4]([O:12][CH2:13][CH2:14][CH3:15])[CH:3]=1.CC(C[AlH]CC(C)C)C, predict the reaction product. The product is: [I:1][C:2]1[CH:11]=[CH:10][C:5]([CH2:6][OH:7])=[C:4]([O:12][CH2:13][CH2:14][CH3:15])[CH:3]=1. (6) Given the reactants [F:1][C:2]1[CH:3]=[C:4]([C:9]([F:12])([F:11])[F:10])[CH:5]=[C:6]([OH:8])[CH:7]=1.[N+:13]([O-])([OH:15])=[O:14], predict the reaction product. The product is: [F:1][C:2]1[CH:3]=[C:4]([C:9]([F:10])([F:11])[F:12])[C:5]([N+:13]([O-:15])=[O:14])=[C:6]([OH:8])[CH:7]=1. (7) The product is: [Cl:1][C:2]1[C:7]2[N:8]=[CH:9][C:10]3[N:11]([CH2:12][N:13]([O:15][CH:23]([F:28])[F:27])[CH:14]=3)[C:6]=2[N:5]([CH2:16][CH2:17][CH3:18])[CH2:4][C:3]=1[CH3:19]. Given the reactants [Cl:1][C:2]1[C:7]2[N:8]=[CH:9][C:10]3[N:11]([CH2:12][N:13]([OH:15])[CH:14]=3)[C:6]=2[N:5]([CH2:16][CH2:17][CH3:18])[CH2:4][C:3]=1[CH3:19].[OH-].[Na+].Cl[C:23]([F:28])([F:27])C(O)=O, predict the reaction product. (8) Given the reactants [Cl:1][C:2]1[CH:3]=[N:4][CH:5]=[C:6]([Cl:24])[C:7]=1[CH2:8][CH:9]([C:11]1[C:16]2[CH2:17][C:18]([CH3:21])([CH3:20])[O:19][C:15]=2[C:14]([O:22][CH3:23])=[CH:13][CH:12]=1)O.C[Si]([C:29]#[N:30])(C)C.C(=O)(O)[O-].[Na+], predict the reaction product. The product is: [C:29]([CH:9]([C:11]1[C:16]2[CH2:17][C:18]([CH3:21])([CH3:20])[O:19][C:15]=2[C:14]([O:22][CH3:23])=[CH:13][CH:12]=1)[CH2:8][C:7]1[C:2]([Cl:1])=[CH:3][N:4]=[CH:5][C:6]=1[Cl:24])#[N:30]. (9) Given the reactants FC(F)(F)C(O)=O.[F:8][C:9]([F:42])([F:41])[CH2:10][O:11][C:12]1[CH:13]=[CH:14][C:15]([C@H:18]([NH:20][C:21]([C@H:23]2[CH2:25][C@@H:24]2[C:26]2[CH:40]=[CH:39][C:29]([O:30][CH2:31][C:32]([O:34]C(C)(C)C)=[O:33])=[CH:28][CH:27]=2)=[O:22])[CH3:19])=[N:16][CH:17]=1, predict the reaction product. The product is: [F:42][C:9]([F:8])([F:41])[CH2:10][O:11][C:12]1[CH:13]=[CH:14][C:15]([C@H:18]([NH:20][C:21]([C@H:23]2[CH2:25][C@@H:24]2[C:26]2[CH:27]=[CH:28][C:29]([O:30][CH2:31][C:32]([OH:34])=[O:33])=[CH:39][CH:40]=2)=[O:22])[CH3:19])=[N:16][CH:17]=1. (10) Given the reactants Cl[C:2]1[N:7]=[C:6]([NH:8][C:9]2[CH:18]=[CH:17][CH:16]=[CH:15][C:10]=2[C:11](NC)=[O:12])[C:5]([Cl:19])=[CH:4][N:3]=1.Cl.Cl.[CH3:22][O:23][C:24]1[CH:30]=[C:29]([N:31]2[CH2:36][CH2:35][O:34][CH2:33][CH2:32]2)[CH:28]=[CH:27][C:25]=1[NH2:26].Cl.C([O-])(O)=[O:39].[Na+], predict the reaction product. The product is: [Cl:19][C:5]1[C:6]([NH:8][C:9]2[CH:18]=[CH:17][CH:16]=[CH:15][C:10]=2[C:11]([OH:12])=[O:39])=[N:7][C:2]([NH:26][C:25]2[CH:27]=[CH:28][C:29]([N:31]3[CH2:36][CH2:35][O:34][CH2:33][CH2:32]3)=[CH:30][C:24]=2[O:23][CH3:22])=[N:3][CH:4]=1.